From a dataset of Full USPTO retrosynthesis dataset with 1.9M reactions from patents (1976-2016). Predict the reactants needed to synthesize the given product. (1) Given the product [NH2:8][C:9]1[N:10]=[CH:11][C:12]([C:15]2[N:23]=[C:22]3[C:18]([N:19]=[CH:20][N:21]3[CH2:24][C:25]([N:41]3[CH2:42][CH2:43][CH:38]([C:36]([NH:35][CH3:34])=[O:37])[CH2:39][CH2:40]3)=[O:27])=[C:17]([N:28]3[CH2:29][CH2:30][O:31][CH2:32][CH2:33]3)[N:16]=2)=[CH:13][N:14]=1, predict the reactants needed to synthesize it. The reactants are: C(OC([NH:8][C:9]1[N:14]=[CH:13][C:12]([C:15]2[N:23]=[C:22]3[C:18]([N:19]=[CH:20][N:21]3[CH2:24][C:25]([OH:27])=O)=[C:17]([N:28]3[CH2:33][CH2:32][O:31][CH2:30][CH2:29]3)[N:16]=2)=[CH:11][N:10]=1)=O)(C)(C)C.[CH3:34][NH:35][C:36]([CH:38]1[CH2:43][CH2:42][NH:41][CH2:40][CH2:39]1)=[O:37]. (2) Given the product [CH:23]1([N:16]([CH:17]2[CH2:22][CH2:21][CH2:20][CH2:19][CH2:18]2)[C:14](=[O:15])[NH:13][C:8]2[S:9][C:10]([S:11][CH3:12])=[C:6]([C:4]([OH:5])=[O:3])[N:7]=2)[CH2:24][CH2:25][CH2:26][CH2:27][CH2:28]1, predict the reactants needed to synthesize it. The reactants are: C([O:3][C:4]([C:6]1[N:7]=[C:8]([NH:13][C:14]([N:16]([CH:23]2[CH2:28][CH2:27][CH2:26][CH2:25][CH2:24]2)[CH:17]2[CH2:22][CH2:21][CH2:20][CH2:19][CH2:18]2)=[O:15])[S:9][C:10]=1[S:11][CH3:12])=[O:5])C.C(OC(C1N=C(NC(N(C2CCCCC2)C2CCCCC2)=O)SC=1SC#N)=O)C.CI. (3) Given the product [CH3:1][N:2]([CH3:3])[C:23]1[N:22]=[C:21]([C:29]([OH:31])=[O:30])[CH:20]=[C:19]([CH2:15][CH:16]([CH3:18])[CH3:17])[N:24]=1, predict the reactants needed to synthesize it. The reactants are: [CH3:1][NH:2][C:3]1N=C(C(O)=O)C=C(CCC)N=1.[CH2:15]([C:19]1[N:24]=[C:23](S(C)(=O)=O)[N:22]=[C:21]([C:29]([OH:31])=[O:30])[CH:20]=1)[CH:16]([CH3:18])[CH3:17].CNC. (4) Given the product [Br:21][C:2]1[CH:7]=[CH:6][N:5]([C:8]2[CH:13]=[CH:12][C:11]([S:14]([CH3:17])(=[O:16])=[O:15])=[CH:10][CH:9]=2)[C:4](=[O:18])[CH:3]=1, predict the reactants needed to synthesize it. The reactants are: O[C:2]1[CH:7]=[CH:6][N:5]([C:8]2[CH:13]=[CH:12][C:11]([S:14]([CH3:17])(=[O:16])=[O:15])=[CH:10][CH:9]=2)[C:4](=[O:18])[CH:3]=1.P(Br)(Br)([Br:21])=O.C([O-])(O)=O.[Na+].